This data is from Reaction yield outcomes from USPTO patents with 853,638 reactions. The task is: Predict the reaction yield, written as a fraction of the theoretical maximum amount of product (1.0 means a 100% yield; for example, 0.34 means a 34% yield). (1) The reactants are C(OC([N:8]1[CH2:13][CH2:12][CH2:11][CH:10]([O:14][C:15]2[CH:16]=[N:17][CH:18]=[CH:19][CH:20]=2)[CH2:9]1)=O)(C)(C)C.C(O)(C(F)(F)F)=O. The catalyst is C(Cl)Cl. The product is [NH:17]1[CH2:18][CH2:19][CH2:20][CH:15]([O:14][C:10]2[CH:9]=[N:8][CH:13]=[CH:12][CH:11]=2)[CH2:16]1. The yield is 1.00. (2) The reactants are [O:1]=[C:2]1[CH2:7][CH2:6][N:5]([C:8]([O:10][C:11]([CH3:14])([CH3:13])[CH3:12])=[O:9])[CH2:4][CH2:3]1.[N+](=[CH:17][C:18]([O:20][CH2:21][CH3:22])=[O:19])=[N-].B(F)(F)F.CCOCC. The catalyst is CCOCC.C(=O)=O.CC(C)=O. The product is [O:1]=[C:2]1[CH2:7][CH2:6][N:5]([C:8]([O:10][C:11]([CH3:12])([CH3:13])[CH3:14])=[O:9])[CH2:4][CH2:3][CH:17]1[C:18]([O:20][CH2:21][CH3:22])=[O:19]. The yield is 0.960. (3) The reactants are [Cl:1][C:2]1[N:11]=[CH:10][C:9]2[C:4](=[C:5]([OH:13])[CH:6]=[CH:7][C:8]=2[Cl:12])[N:3]=1.IC.[C:16](=O)([O-])[O-].[K+].[K+]. The catalyst is CN(C=O)C.C(OCC)(=O)C. The product is [Cl:1][C:2]1[N:11]=[CH:10][C:9]2[C:4](=[C:5]([O:13][CH3:16])[CH:6]=[CH:7][C:8]=2[Cl:12])[N:3]=1. The yield is 1.00. (4) The reactants are C([O:8][C:9](=[O:28])[CH2:10][O:11][C:12]1[CH:17]=[CH:16][C:15]([CH2:18][C@H:19]([O:25][CH2:26][CH3:27])[C:20]([O:22][CH2:23][CH3:24])=[O:21])=[CH:14][CH:13]=1)C1C=CC=CC=1. The catalyst is [Pd].C1COCC1. The product is [CH2:26]([O:25][C@H:19]([C:20]([O:22][CH2:23][CH3:24])=[O:21])[CH2:18][C:15]1[CH:16]=[CH:17][C:12]([O:11][CH2:10][C:9]([OH:28])=[O:8])=[CH:13][CH:14]=1)[CH3:27]. The yield is 0.970. (5) The reactants are N1C(C)=CC=CC=1C.B(Br)(Br)Br.COC(C1C=C(OC)C2CC(C)OC=2C=1)=O.[CH3:29][O:30][C:31]([C:33]1[CH:34]=[C:35]([O:43]C)[CH:36]=[C:37]2[O:41][CH:40]([CH3:42])[CH2:39][C:38]=12)=[O:32]. The catalyst is C(Cl)Cl. The product is [CH3:29][O:30][C:31]([C:33]1[CH:34]=[C:35]([OH:43])[CH:36]=[C:37]2[O:41][CH:40]([CH3:42])[CH2:39][C:38]=12)=[O:32]. The yield is 0.230. (6) The reactants are [OH:1][C:2]1[C:3]([C:17]([NH:19][CH2:20][C:21]([O:23]CC)=[O:22])=[O:18])=[C:4]2[C:9](=[CH:10][C:11]=1[C:12]1[N:13]=[CH:14][S:15][CH:16]=1)[N:8]=[CH:7][CH:6]=[N:5]2.[OH-].[Na+]. The catalyst is C(O)C. The product is [OH:1][C:2]1[C:3]([C:17]([NH:19][CH2:20][C:21]([OH:23])=[O:22])=[O:18])=[C:4]2[C:9](=[CH:10][C:11]=1[C:12]1[N:13]=[CH:14][S:15][CH:16]=1)[N:8]=[CH:7][CH:6]=[N:5]2. The yield is 0.830. (7) The reactants are Cl.[O:2]=[C:3]1[C@@H:8]([NH:9][C:10](=[O:19])[O:11][CH2:12][C:13]2[CH:18]=[CH:17][CH:16]=[CH:15][CH:14]=2)[CH2:7][CH2:6][CH2:5][N:4]1[CH:20]1[CH2:25][CH2:24][NH:23][CH2:22][CH2:21]1.Cl[C:27]1[N:32]=[CH:31][C:30]([CH2:33][CH3:34])=[CH:29][N:28]=1.CCN(C(C)C)C(C)C. The catalyst is CN(C=O)C. The product is [CH2:33]([C:30]1[CH:29]=[N:28][C:27]([N:23]2[CH2:24][CH2:25][CH:20]([N:4]3[CH2:5][CH2:6][CH2:7][C@H:8]([NH:9][C:10](=[O:19])[O:11][CH2:12][C:13]4[CH:18]=[CH:17][CH:16]=[CH:15][CH:14]=4)[C:3]3=[O:2])[CH2:21][CH2:22]2)=[N:32][CH:31]=1)[CH3:34]. The yield is 0.570. (8) The reactants are C[N:2](C)/[CH:3]=[CH:4]/[C:5]([C:7]1[CH:12]=[CH:11][CH:10]=[C:9]([C:13]([F:16])([F:15])[F:14])[CH:8]=1)=O.C(O)C.[NH2:21]N. No catalyst specified. The product is [F:14][C:13]([F:16])([F:15])[C:9]1[CH:8]=[C:7]([C:5]2[CH:4]=[CH:3][NH:2][N:21]=2)[CH:12]=[CH:11][CH:10]=1. The yield is 0.890. (9) The reactants are [CH3:1][C:2]([C:4]1[CH:5]=[CH:6][CH:7]=[C:8]([OH:10])[CH:9]=1)=[O:3].[C:11](=[O:14])([O-])[O-].[K+].[K+].[CH3:17]N(C)C=O. No catalyst specified. The product is [C:2]([C:4]1[CH:9]=[C:8]([CH:7]=[CH:6][CH:5]=1)[O:10][CH:11]([OH:14])[CH3:17])(=[O:3])[CH3:1]. The yield is 0.610. (10) The reactants are [CH2:1]([O:8][N:9]([C@H:22]1[CH2:27][N:26]([C:28]([O:30][C:31]([CH3:34])([CH3:33])[CH3:32])=[O:29])[C@H:25]([C:35](=[S:37])[NH2:36])[CH2:24][CH2:23]1)[S:10]([C:13]1[CH:18]=[CH:17][CH:16]=[CH:15][C:14]=1[N+:19]([O-:21])=[O:20])(=[O:12])=[O:11])[C:2]1[CH:7]=[CH:6][CH:5]=[CH:4][CH:3]=1.CO[CH:40](OC)[N:41]([CH3:43])[CH3:42]. The catalyst is O1CCOCC1. The product is [CH2:1]([O:8][N:9]([C@H:22]1[CH2:27][N:26]([C:28]([O:30][C:31]([CH3:33])([CH3:34])[CH3:32])=[O:29])[C@H:25]([C:35](=[S:37])/[N:36]=[CH:40]/[N:41]([CH3:43])[CH3:42])[CH2:24][CH2:23]1)[S:10]([C:13]1[CH:18]=[CH:17][CH:16]=[CH:15][C:14]=1[N+:19]([O-:21])=[O:20])(=[O:11])=[O:12])[C:2]1[CH:7]=[CH:6][CH:5]=[CH:4][CH:3]=1. The yield is 0.720.